From a dataset of Catalyst prediction with 721,799 reactions and 888 catalyst types from USPTO. Predict which catalyst facilitates the given reaction. (1) Reactant: Br[CH2:2][C:3]([CH:5]1[CH2:8][C:7]2([CH2:13][CH2:12][N:11]([C:14]([O:16]C(C)(C)C)=[O:15])[CH2:10][CH2:9]2)[CH2:6]1)=O.[F:21][C:22]([F:33])([F:32])[C:23]1[CH:24]=[C:25]([C:29](=[S:31])[NH2:30])[CH:26]=[CH:27][CH:28]=1. Product: [F:21][C:22]([F:33])([F:32])[C:14]([OH:16])=[O:15].[F:33][C:22]([F:21])([F:32])[C:23]1[CH:24]=[C:25]([C:29]2[S:31][CH:2]=[C:3]([CH:5]3[CH2:6][C:7]4([CH2:9][CH2:10][NH:11][CH2:12][CH2:13]4)[CH2:8]3)[N:30]=2)[CH:26]=[CH:27][CH:28]=1. The catalyst class is: 8. (2) Reactant: C[O:2][C:3]([C:5]1[C:10]([NH2:11])=[CH:9][C:8]([C:12]([F:15])([F:14])[F:13])=[C:7](Br)[N:6]=1)=[O:4].C(Cl)Cl.[CH3:20][N:21]1[CH:25]=[C:24](B2OC(C)(C)C(C)(C)O2)[CH:23]=[N:22]1.C([O-])([O-])=O.[Cs+].[Cs+].[OH-].[Na+]. Product: [NH2:11][C:10]1[C:5]([C:3]([OH:2])=[O:4])=[N:6][C:7]([C:24]2[CH:23]=[N:22][N:21]([CH3:20])[CH:25]=2)=[C:8]([C:12]([F:15])([F:14])[F:13])[CH:9]=1. The catalyst class is: 450. (3) Reactant: [F:1][C:2]([F:17])([F:16])[C:3]1[CH:4]=[C:5]([C:12]([O:14]C)=[O:13])[CH:6]=[C:7]2[C:11]=1[NH:10][N:9]=[CH:8]2.[OH-].[Li+]. Product: [F:17][C:2]([F:1])([F:16])[C:3]1[CH:4]=[C:5]([C:12]([OH:14])=[O:13])[CH:6]=[C:7]2[C:11]=1[NH:10][N:9]=[CH:8]2. The catalyst class is: 111. (4) Reactant: [CH3:1][O:2][C:3](=[O:14])[C:4]1[CH:9]=[CH:8][C:7]([N+:10]([O-:12])=[O:11])=[C:6]([OH:13])[CH:5]=1.C(=O)([O-])[O-].[K+].[K+].[CH2:21](Br)[CH:22]=[CH2:23]. Product: [CH3:1][O:2][C:3](=[O:14])[C:4]1[CH:9]=[CH:8][C:7]([N+:10]([O-:12])=[O:11])=[C:6]([O:13][CH2:23][CH:22]=[CH2:21])[CH:5]=1. The catalyst class is: 21. (5) Reactant: Br[C:2]1[CH:7]=[CH:6][N:5]=[C:4]([C:8]([NH:10][C:11]2[CH:16]=[CH:15][CH:14]=[C:13]([C:17]([F:20])([F:19])[F:18])[CH:12]=2)=[O:9])[CH:3]=1.[CH3:21][S:22][C:23]1[N:24]=[CH:25][C:26]2[CH2:31][NH:30][CH2:29][C:27]=2[N:28]=1.C(=O)([O-])[O-].[Cs+].[Cs+].C1(P(C2C=CC=CC=2)C2C=CC3C(=CC=CC=3)C=2C2C3C(=CC=CC=3)C=CC=2P(C2C=CC=CC=2)C2C=CC=CC=2)C=CC=CC=1. Product: [F:18][C:17]([F:20])([F:19])[C:13]1[CH:12]=[C:11]([NH:10][C:8]([C:4]2[CH:3]=[C:2]([N:30]3[CH2:31][C:26]4[CH:25]=[N:24][C:23]([S:22][CH3:21])=[N:28][C:27]=4[CH2:29]3)[CH:7]=[CH:6][N:5]=2)=[O:9])[CH:16]=[CH:15][CH:14]=1. The catalyst class is: 487.